This data is from Full USPTO retrosynthesis dataset with 1.9M reactions from patents (1976-2016). The task is: Predict the reactants needed to synthesize the given product. (1) The reactants are: [CH3:1][C:2]1[C:7]([CH:8]([CH2:13][CH2:14][CH3:15])[C:9]([O:11]C)=[O:10])=[C:6]([C:16]2[CH:21]=[CH:20][C:19]([CH3:22])=[CH:18][CH:17]=2)[N:5]2[N:23]=[CH:24][CH:25]=[C:4]2[N:3]=1.[OH-].[Na+]. Given the product [CH3:1][C:2]1[C:7]([CH:8]([CH2:13][CH2:14][CH3:15])[C:9]([OH:11])=[O:10])=[C:6]([C:16]2[CH:17]=[CH:18][C:19]([CH3:22])=[CH:20][CH:21]=2)[N:5]2[N:23]=[CH:24][CH:25]=[C:4]2[N:3]=1, predict the reactants needed to synthesize it. (2) Given the product [Cl:1][C:2]1[C:3]([F:30])=[C:4]([N:8]2[C:12]([S:13]([C:14]3[CH:15]=[N:16][CH:17]=[CH:18][CH:19]=3)(=[O:35])=[O:52])=[CH:11][C:10]([CH2:20][N:21]([CH3:29])[C:22](=[O:28])[O:23][C:24]([CH3:25])([CH3:26])[CH3:27])=[N:9]2)[CH:5]=[CH:6][CH:7]=1, predict the reactants needed to synthesize it. The reactants are: [Cl:1][C:2]1[C:3]([F:30])=[C:4]([N:8]2[C:12]([S:13][C:14]3[CH:15]=[N:16][CH:17]=[CH:18][CH:19]=3)=[CH:11][C:10]([CH2:20][N:21]([CH3:29])[C:22](=[O:28])[O:23][C:24]([CH3:27])([CH3:26])[CH3:25])=[N:9]2)[CH:5]=[CH:6][CH:7]=1.C(#N)C.C([O-])([O-])=[O:35].C([O-])([O-])=O.OO.OO.OO.[Na+].[Na+].[Na+].[Na+].[OH2:52]. (3) Given the product [CH3:11][O:10][C:8]1[CH:7]=[C:5]([N:6]([CH2:13][C:14]([C:16]2[CH:21]=[CH:20][C:19]([OH:22])=[C:18]([OH:23])[C:25]=2[OH:28])=[O:15])[CH2:13][C:14]([C:16]2[CH:21]=[CH:20][C:19]([OH:22])=[C:18]([OH:23])[C:17]=2[OH:24])=[O:15])[CH:4]=[C:3]([O:2][CH3:1])[CH:9]=1, predict the reactants needed to synthesize it. The reactants are: [CH3:1][O:2][C:3]1[CH:4]=[C:5]([CH:7]=[C:8]([O:10][CH3:11])[CH:9]=1)[NH2:6].Br[CH2:13][C:14]([C:16]1[CH:21]=[CH:20][C:19]([OH:22])=[C:18]([OH:23])[C:17]=1[OH:24])=[O:15].[C:25](=[O:28])(O)[O-].[Na+].